Dataset: Retrosynthesis with 50K atom-mapped reactions and 10 reaction types from USPTO. Task: Predict the reactants needed to synthesize the given product. Given the product CC(C)(C)OC(=O)N1CCN(c2ccc(OCCCCl)cc2)C(=O)C1, predict the reactants needed to synthesize it. The reactants are: CC(C)(C)OC(=O)N1CCN(c2ccc(OCCCBr)cc2)C(=O)C1.ClCCCBr.